From a dataset of Forward reaction prediction with 1.9M reactions from USPTO patents (1976-2016). Predict the product of the given reaction. (1) Given the reactants [F:1][C:2]([F:16])([F:15])[C:3]1[C:4]([CH:9]2[CH2:14][CH2:13][NH:12][CH2:11][CH2:10]2)=[N:5][CH:6]=[CH:7][CH:8]=1.[Cl:17][C:18]1[CH:23]=[CH:22][CH:21]=[CH:20][C:19]=1[S:24](Cl)(=[O:26])=[O:25].C([O-])(O)=O.[Na+], predict the reaction product. The product is: [Cl:17][C:18]1[CH:23]=[CH:22][CH:21]=[CH:20][C:19]=1[S:24]([N:12]1[CH2:11][CH2:10][CH:9]([C:4]2[C:3]([C:2]([F:15])([F:1])[F:16])=[CH:8][CH:7]=[CH:6][N:5]=2)[CH2:14][CH2:13]1)(=[O:26])=[O:25]. (2) Given the reactants [N+:1]([C:4]1[CH:13]=[C:12]2[C:7]([CH2:8][CH2:9][CH2:10][NH:11]2)=[CH:6][CH:5]=1)([O-:3])=[O:2].C(N(CC)CC)C.[F:21][C:22]([F:33])([F:32])[C:23](O[C:23](=[O:24])[C:22]([F:33])([F:32])[F:21])=[O:24], predict the reaction product. The product is: [N+:1]([C:4]1[CH:13]=[C:12]2[C:7]([CH2:8][CH2:9][CH2:10][N:11]2[C:23](=[O:24])[C:22]([F:33])([F:32])[F:21])=[CH:6][CH:5]=1)([O-:3])=[O:2]. (3) Given the reactants C(N(C(C)C)CC)(C)C.[C:10]([O:14][C:15](=[O:26])[CH2:16][CH:17]([CH:19]1[CH2:24][CH:23]2[CH2:25][CH:20]1[CH:21]=[CH:22]2)[OH:18])([CH3:13])([CH3:12])[CH3:11].[CH3:27][O:28][CH2:29]Cl, predict the reaction product. The product is: [C:10]([O:14][C:15](=[O:26])[CH2:16][CH:17]([CH:19]1[CH2:24][CH:23]2[CH2:25][CH:20]1[CH:21]=[CH:22]2)[O:18][CH2:27][O:28][CH3:29])([CH3:13])([CH3:11])[CH3:12].